This data is from Reaction yield outcomes from USPTO patents with 853,638 reactions. The task is: Predict the reaction yield, written as a fraction of the theoretical maximum amount of product (1.0 means a 100% yield; for example, 0.34 means a 34% yield). (1) The reactants are [CH3:1][C:2]1([C:13]2[CH:18]=[CH:17][CH:16]=[CH:15][CH:14]=2)[C:10]2[O:9][C:8](=O)[NH:7][C:6](=[O:12])[C:5]=2[CH2:4][CH2:3]1.[OH-].[NH4+:20]. No catalyst specified. The product is [CH3:1][C:2]1([C:13]2[CH:18]=[CH:17][CH:16]=[CH:15][CH:14]=2)[C:10]2[NH:20][C:8](=[O:9])[NH:7][C:6](=[O:12])[C:5]=2[CH2:4][CH2:3]1. The yield is 0.700. (2) The reactants are [C:1]1([C:7]2[CH:8]=[C:9]([OH:33])[C:10]([NH:13]C(C3C=CC=CC=3)(C3C=CC=CC=3)C3C=CC=CC=3)=[N:11][CH:12]=2)[CH:6]=[CH:5][CH:4]=[CH:3][CH:2]=1.C([O-])([O-])=O.[Cs+].[Cs+].[CH3:40][O:41][C:42]1[CH:43]=[C:44]([CH:47]=[CH:48][CH:49]=1)[CH2:45]Br. The catalyst is C1COCC1.ClCCl. The product is [CH3:40][O:41][C:42]1[CH:43]=[C:44]([CH:47]=[CH:48][CH:49]=1)[CH2:45][O:33][C:9]1[C:10]([NH2:13])=[N:11][CH:12]=[C:7]([C:1]2[CH:2]=[CH:3][CH:4]=[CH:5][CH:6]=2)[CH:8]=1. The yield is 0.600. (3) The reactants are [Cl:1][C:2]1[CH:3]=[C:4]([N:8]2[C:13](=[O:14])[C:12]([OH:15])=[C:11]([C:16]3[CH:21]=[CH:20][C:19]([S:22]([CH3:25])(=[O:24])=[O:23])=[CH:18][CH:17]=3)[CH:10]=[N:9]2)[CH:5]=[CH:6][CH:7]=1.[CH2:26](Cl)[C:27]1[CH:32]=[CH:31][CH:30]=[CH:29][CH:28]=1. The catalyst is CN(C=O)C. The product is [Cl:1][C:2]1[CH:3]=[C:4]([N:8]2[C:13](=[O:14])[C:12]([O:15][CH2:26][C:27]3[CH:32]=[CH:31][CH:30]=[CH:29][CH:28]=3)=[C:11]([C:16]3[CH:21]=[CH:20][C:19]([S:22]([CH3:25])(=[O:24])=[O:23])=[CH:18][CH:17]=3)[CH:10]=[N:9]2)[CH:5]=[CH:6][CH:7]=1. The yield is 0.760. (4) The reactants are Br[CH2:2][C:3]([NH:5][C:6]1[C:11](Br)=[N:10][C:9]([Br:13])=[CH:8][N:7]=1)=[O:4].Cl.[O:15]1[CH2:20][CH2:19][CH:18]([CH2:21][CH2:22][NH2:23])[CH2:17][CH2:16]1.C(N(C(C)C)CC)(C)C. No catalyst specified. The product is [Br:13][C:9]1[N:10]=[C:11]2[N:23]([CH2:22][CH2:21][CH:18]3[CH2:19][CH2:20][O:15][CH2:16][CH2:17]3)[CH2:2][C:3](=[O:4])[NH:5][C:6]2=[N:7][CH:8]=1. The yield is 0.500. (5) The reactants are [CH3:1][O:2][C:3](=[O:30])[CH:4]([NH:19][C:20]([O:22][CH2:23][C:24]1[CH:29]=[CH:28][CH:27]=[CH:26][CH:25]=1)=[O:21])[CH2:5][C:6](=[O:18])[CH:7]([CH:15]([CH3:17])[CH3:16])C(OC(C)(C)C)=O.O.C1(C)C=CC(S(O)(=O)=O)=CC=1. The product is [CH3:1][O:2][C:3](=[O:30])[C@@H:4]([NH:19][C:20]([O:22][CH2:23][C:24]1[CH:25]=[CH:26][CH:27]=[CH:28][CH:29]=1)=[O:21])[CH2:5][C:6](=[O:18])[CH2:7][CH:15]([CH3:17])[CH3:16]. The catalyst is C1(C)C=CC=CC=1. The yield is 0.900. (6) The reactants are [CH3:1][N:2]1[CH:6]=[CH:5][C:4]([C:7]([OH:9])=O)=[N:3]1.CN(C)C=O.C(Cl)(=O)C(Cl)=O.[NH2:21][C:22]1[CH:23]=[C:24]([CH:41]=[CH:42][C:43]=1[F:44])[O:25][C:26]1[CH:27]=[CH:28][C:29]2[N:30]([CH:32]=[C:33]([NH:35][C:36]([CH:38]3[CH2:40][CH2:39]3)=[O:37])[N:34]=2)[N:31]=1.C(=O)([O-])O.[Na+]. The yield is 0.540. The catalyst is O1CCCC1.CN(C)C(=O)C. The product is [CH:38]1([C:36]([NH:35][C:33]2[N:34]=[C:29]3[CH:28]=[CH:27][C:26]([O:25][C:24]4[CH:41]=[CH:42][C:43]([F:44])=[C:22]([NH:21][C:7]([C:4]5[CH:5]=[CH:6][N:2]([CH3:1])[N:3]=5)=[O:9])[CH:23]=4)=[N:31][N:30]3[CH:32]=2)=[O:37])[CH2:39][CH2:40]1. (7) The reactants are [CH3:1][C:2]1[NH:8][C:7](=[O:9])[C:6]2[CH:10]=[CH:11][CH:12]=[CH:13][C:5]=2[O:4][CH:3]=1.[OH-].[Na+].[Br:16][CH2:17][CH2:18][CH2:19][CH2:20]Br.C(OCC)(=O)C. The catalyst is CN(C)C=O. The product is [Br:16][CH2:17][CH2:18][CH2:19][CH2:20][N:8]1[C:7](=[O:9])[C:6]2[CH:10]=[CH:11][CH:12]=[CH:13][C:5]=2[O:4][CH:3]=[C:2]1[CH3:1]. The yield is 0.840. (8) The reactants are Cl[Si:2]1(Cl)[CH2:5][CH2:4][CH2:3]1.[NH:7]1[CH2:11][CH2:10][CH2:9][CH2:8]1. No catalyst specified. The product is [N:7]1([Si:2]2([N:7]3[CH2:11][CH2:10][CH2:9][CH2:8]3)[CH2:5][CH2:4][CH2:3]2)[CH2:11][CH2:10][CH2:9][CH2:8]1. The yield is 0.340.